From a dataset of Reaction yield outcomes from USPTO patents with 853,638 reactions. Predict the reaction yield, written as a fraction of the theoretical maximum amount of product (1.0 means a 100% yield; for example, 0.34 means a 34% yield). The reactants are Br[C:2]1[CH:3]=[C:4]([C:19]2[S:23][C:22]([C:24]([OH:27])([CH3:26])[CH3:25])=[N:21][CH:20]=2)[CH:5]=[C:6]([NH:8][C:9]2[N:14]=[C:13]([C:15]([F:18])([F:17])[F:16])[CH:12]=[CH:11][N:10]=2)[CH:7]=1.[CH3:28][Si:29]([C:32]#[CH:33])([CH3:31])[CH3:30].CCN(C(C)C)C(C)C. The catalyst is CN(C=O)C.C(OCC)(=O)C.[Cu]I.C1C=CC([P]([Pd]([P](C2C=CC=CC=2)(C2C=CC=CC=2)C2C=CC=CC=2)([P](C2C=CC=CC=2)(C2C=CC=CC=2)C2C=CC=CC=2)[P](C2C=CC=CC=2)(C2C=CC=CC=2)C2C=CC=CC=2)(C2C=CC=CC=2)C2C=CC=CC=2)=CC=1. The product is [F:16][C:15]([F:18])([F:17])[C:13]1[CH:12]=[CH:11][N:10]=[C:9]([NH:8][C:6]2[CH:5]=[C:4]([C:19]3[S:23][C:22]([C:24]([OH:27])([CH3:26])[CH3:25])=[N:21][CH:20]=3)[CH:3]=[C:2]([C:33]#[C:32][Si:29]([CH3:31])([CH3:30])[CH3:28])[CH:7]=2)[N:14]=1. The yield is 0.680.